From a dataset of CYP2D6 inhibition data for predicting drug metabolism from PubChem BioAssay. Regression/Classification. Given a drug SMILES string, predict its absorption, distribution, metabolism, or excretion properties. Task type varies by dataset: regression for continuous measurements (e.g., permeability, clearance, half-life) or binary classification for categorical outcomes (e.g., BBB penetration, CYP inhibition). Dataset: cyp2d6_veith. (1) The compound is CCCCCCCCn1cc(C(C)=O)c(=O)[nH]c1=O. The result is 0 (non-inhibitor). (2) The molecule is C[C@@](Cc1ccccc1)(NC(=O)CN)c1ccccc1. The result is 0 (non-inhibitor). (3) The compound is COC(=O)C1=C(C)OC(N)=C(C#N)C1c1cc(OC)ccc1OC. The result is 0 (non-inhibitor). (4) The drug is O=c1c(O)c(-c2ccc(O)cc2)oc2cc(O)cc(O)c12. The result is 1 (inhibitor). (5) The drug is CC(=O)c1cn(CCNc2ncc(C(F)(F)F)cc2Cl)c(=O)[nH]c1=O. The result is 0 (non-inhibitor). (6) The molecule is O=C(NNC(=O)c1cc2cc3ccccc3nc2s1)c1cccc(C(F)(F)F)c1. The result is 0 (non-inhibitor). (7) The molecule is O=C(c1ccc2nc3ccc(Cl)cc3c(=O)n2c1)N1CCOCC1. The result is 0 (non-inhibitor). (8) The drug is O=C(c1ccco1)N1CCC2(CC1)CCN(c1ncccn1)CC2. The result is 0 (non-inhibitor). (9) The molecule is OCCCSCCO. The result is 0 (non-inhibitor).